Predict the product of the given reaction. From a dataset of Forward reaction prediction with 1.9M reactions from USPTO patents (1976-2016). (1) Given the reactants [CH3:1][O:2][C:3](=[O:12])[CH2:4][C:5]1[CH:10]=[CH:9][CH:8]=[C:7](Br)[CH:6]=1.[B:13]1([B:13]2[O:17][C:16]([CH3:19])([CH3:18])[C:15]([CH3:21])([CH3:20])[O:14]2)[O:17][C:16]([CH3:19])([CH3:18])[C:15]([CH3:21])([CH3:20])[O:14]1.CC([O-])=O.[K+], predict the reaction product. The product is: [CH3:1][O:2][C:3](=[O:12])[CH2:4][C:5]1[CH:10]=[CH:9][CH:8]=[C:7]([B:13]2[O:17][C:16]([CH3:19])([CH3:18])[C:15]([CH3:21])([CH3:20])[O:14]2)[CH:6]=1. (2) Given the reactants [CH2:1]([O:5][C:6]1[CH:11]=[CH:10][C:9]([NH:12][S:13]([N:16]2[CH2:21][CH2:20][O:19][CH2:18][CH2:17]2)(=[O:15])=[O:14])=[C:8]([Cl:22])[C:7]=1[C:23]#[N:24])[C@@H:2]1[O:4][CH2:3]1.[NH2:25][C:26]([CH3:37])([CH3:36])[CH2:27][CH2:28][CH2:29][C:30]1[CH:31]=[N:32][CH:33]=[CH:34][CH:35]=1, predict the reaction product. The product is: [ClH:22].[ClH:22].[OH:4][C@@H:2]([CH2:1][O:5][C:6]1[CH:11]=[CH:10][C:9]([NH:12][S:13]([N:16]2[CH2:17][CH2:18][O:19][CH2:20][CH2:21]2)(=[O:14])=[O:15])=[C:8]([Cl:22])[C:7]=1[C:23]#[N:24])[CH2:3][NH:25][C:26]([CH3:37])([CH3:36])[CH2:27][CH2:28][CH2:29][C:30]1[CH:31]=[N:32][CH:33]=[CH:34][CH:35]=1.